Dataset: NCI-60 drug combinations with 297,098 pairs across 59 cell lines. Task: Regression. Given two drug SMILES strings and cell line genomic features, predict the synergy score measuring deviation from expected non-interaction effect. (1) Drug 1: CC1=C(C=C(C=C1)NC2=NC=CC(=N2)N(C)C3=CC4=NN(C(=C4C=C3)C)C)S(=O)(=O)N.Cl. Drug 2: CCN(CC)CCCC(C)NC1=C2C=C(C=CC2=NC3=C1C=CC(=C3)Cl)OC. Cell line: HOP-92. Synergy scores: CSS=33.2, Synergy_ZIP=-8.48, Synergy_Bliss=-5.38, Synergy_Loewe=-29.0, Synergy_HSA=-3.94. (2) Drug 1: C1CCN(CC1)CCOC2=CC=C(C=C2)C(=O)C3=C(SC4=C3C=CC(=C4)O)C5=CC=C(C=C5)O. Drug 2: CC1=C(C(CCC1)(C)C)C=CC(=CC=CC(=CC(=O)O)C)C. Cell line: RXF 393. Synergy scores: CSS=4.47, Synergy_ZIP=-1.06, Synergy_Bliss=-1.27, Synergy_Loewe=1.44, Synergy_HSA=-0.278. (3) Drug 1: CCC1(CC2CC(C3=C(CCN(C2)C1)C4=CC=CC=C4N3)(C5=C(C=C6C(=C5)C78CCN9C7C(C=CC9)(C(C(C8N6C=O)(C(=O)OC)O)OC(=O)C)CC)OC)C(=O)OC)O.OS(=O)(=O)O. Drug 2: CC1CCC2CC(C(=CC=CC=CC(CC(C(=O)C(C(C(=CC(C(=O)CC(OC(=O)C3CCCCN3C(=O)C(=O)C1(O2)O)C(C)CC4CCC(C(C4)OC)OCCO)C)C)O)OC)C)C)C)OC. Cell line: ACHN. Synergy scores: CSS=0.136, Synergy_ZIP=-0.405, Synergy_Bliss=0.281, Synergy_Loewe=-1.09, Synergy_HSA=-1.19. (4) Drug 1: CCC1=CC2CC(C3=C(CN(C2)C1)C4=CC=CC=C4N3)(C5=C(C=C6C(=C5)C78CCN9C7C(C=CC9)(C(C(C8N6C)(C(=O)OC)O)OC(=O)C)CC)OC)C(=O)OC.C(C(C(=O)O)O)(C(=O)O)O. Drug 2: CC(C)(C#N)C1=CC(=CC(=C1)CN2C=NC=N2)C(C)(C)C#N. Cell line: DU-145. Synergy scores: CSS=50.2, Synergy_ZIP=-0.722, Synergy_Bliss=-1.36, Synergy_Loewe=0.497, Synergy_HSA=-0.571. (5) Drug 2: CN(C(=O)NC(C=O)C(C(C(CO)O)O)O)N=O. Drug 1: CC1=C2C(C(=O)C3(C(CC4C(C3C(C(C2(C)C)(CC1OC(=O)C(C(C5=CC=CC=C5)NC(=O)OC(C)(C)C)O)O)OC(=O)C6=CC=CC=C6)(CO4)OC(=O)C)OC)C)OC. Synergy scores: CSS=36.2, Synergy_ZIP=4.56, Synergy_Bliss=3.58, Synergy_Loewe=-20.3, Synergy_HSA=3.92. Cell line: ACHN. (6) Drug 1: COC1=CC(=CC(=C1O)OC)C2C3C(COC3=O)C(C4=CC5=C(C=C24)OCO5)OC6C(C(C7C(O6)COC(O7)C8=CC=CS8)O)O. Drug 2: CC1=C(C(=O)C2=C(C1=O)N3CC4C(C3(C2COC(=O)N)OC)N4)N. Cell line: ACHN. Synergy scores: CSS=72.2, Synergy_ZIP=2.00, Synergy_Bliss=2.17, Synergy_Loewe=0.604, Synergy_HSA=6.57.